Dataset: Full USPTO retrosynthesis dataset with 1.9M reactions from patents (1976-2016). Task: Predict the reactants needed to synthesize the given product. (1) Given the product [ClH:64].[ClH:70].[C:24]([N:22]1[CH2:21][CH2:20][N:19]2[C@@H:14]([CH:1]([C:8]3[CH:13]=[CH:12][CH:11]=[CH:10][CH:9]=3)[C:2]3[CH:7]=[CH:6][CH:5]=[CH:4][CH:3]=3)[CH2:15][N:16]([CH2:34][C:35]3[CH:40]=[C:39]([N:41]4[C:45]([C:46]([F:47])([F:48])[F:49])=[N:44][N:43]=[N:42]4)[CH:38]=[CH:37][C:36]=3[O:50][CH3:51])[CH2:17][C@H:18]2[CH2:23]1)(=[O:26])[CH3:52], predict the reactants needed to synthesize it. The reactants are: [CH:1]([C@@H:14]1[N:19]2[CH2:20][CH2:21][N:22]([C:24]([O:26]CC3C=CC=CC=3)=O)[CH2:23][C@@H:18]2[CH2:17][N:16]([CH2:34][C:35]2[CH:40]=[C:39]([N:41]3[C:45]([C:46]([F:49])([F:48])[F:47])=[N:44][N:43]=[N:42]3)[CH:38]=[CH:37][C:36]=2[O:50][CH3:51])[CH2:15]1)([C:8]1[CH:13]=[CH:12][CH:11]=[CH:10][CH:9]=1)[C:2]1[CH:7]=[CH:6][CH:5]=[CH:4][CH:3]=1.[CH:52](N(CC)C(C)C)(C)C.C([Cl:64])(=O)C.C(=O)([O-])O.[Na+].[ClH:70]. (2) The reactants are: [CH2:1]([N:3]([CH2:24][CH3:25])[C:4](=[O:23])[C:5]1[CH:10]=[CH:9][C:8]([NH:11][CH2:12][CH2:13][N:14]2[CH2:19][CH2:18][O:17][CH2:16][CH2:15]2)=[C:7]([N+:20]([O-])=O)[CH:6]=1)[CH3:2]. Given the product [NH2:20][C:7]1[CH:6]=[C:5]([CH:10]=[CH:9][C:8]=1[NH:11][CH2:12][CH2:13][N:14]1[CH2:15][CH2:16][O:17][CH2:18][CH2:19]1)[C:4]([N:3]([CH2:1][CH3:2])[CH2:24][CH3:25])=[O:23], predict the reactants needed to synthesize it. (3) Given the product [Cl:1][C:2]1[CH:3]=[C:4]([N:8]2[C:12]([C:13]3[CH:18]=[CH:17][CH:16]=[C:15]([C:19]#[N:20])[CH:14]=3)=[CH:11][C:10]([C:21]([OH:23])=[O:22])=[N:9]2)[CH:5]=[CH:6][CH:7]=1, predict the reactants needed to synthesize it. The reactants are: [Cl:1][C:2]1[CH:3]=[C:4]([N:8]2[C:12]([C:13]3[CH:18]=[CH:17][CH:16]=[C:15]([C:19]#[N:20])[CH:14]=3)=[CH:11][C:10]([C:21]([O:23]CC)=[O:22])=[N:9]2)[CH:5]=[CH:6][CH:7]=1.[OH-].[K+]. (4) Given the product [Br:22][C:23]1[CH:30]=[CH:29][C:26]([CH2:27][N:4]2[C:5]3[CH:10]=[CH:9][C:8]([C:11]4[CH:18]=[CH:17][CH:16]=[CH:15][C:12]=4[C:13]#[N:14])=[CH:7][C:6]=3[N:2]([CH3:1])[C:3]2=[O:19])=[C:25]([F:31])[CH:24]=1, predict the reactants needed to synthesize it. The reactants are: [CH3:1][N:2]1[C:6]2[CH:7]=[C:8]([C:11]3[CH:18]=[CH:17][CH:16]=[CH:15][C:12]=3[C:13]#[N:14])[CH:9]=[CH:10][C:5]=2[NH:4][C:3]1=[O:19].[H-].[Na+].[Br:22][C:23]1[CH:30]=[CH:29][C:26]([CH2:27]Br)=[C:25]([F:31])[CH:24]=1. (5) Given the product [C:15]([O:14][C:12]([N:1]1[CH2:5][CH2:4][CH:3]([C:6]2[CH:7]=[N:8][CH:9]=[CH:10][CH:11]=2)[CH2:2]1)=[O:13])([CH3:18])([CH3:17])[CH3:16], predict the reactants needed to synthesize it. The reactants are: [NH:1]1[CH2:5][CH2:4][CH:3]([C:6]2[CH:7]=[N:8][CH:9]=[CH:10][CH:11]=2)[CH2:2]1.[C:12](O[C:12]([O:14][C:15]([CH3:18])([CH3:17])[CH3:16])=[O:13])([O:14][C:15]([CH3:18])([CH3:17])[CH3:16])=[O:13].[OH-].[Na+]. (6) Given the product [N:10]1[N:9]=[CH:8][N:6]2[CH:7]=[C:2]([C:17]3[C:18]([CH3:22])=[CH:19][CH:20]=[C:21]4[C:16]=3[N:15]=[N:14][C:13]([C:24]([NH2:26])=[O:25])=[C:12]4[NH2:11])[CH:3]=[CH:4][C:5]=12, predict the reactants needed to synthesize it. The reactants are: Br[C:2]1[CH:3]=[CH:4][C:5]2[N:6]([CH:8]=[N:9][N:10]=2)[CH:7]=1.[NH2:11][C:12]1[C:21]2[C:16](=[C:17](Br)[C:18]([CH3:22])=[CH:19][CH:20]=2)[N:15]=[N:14][C:13]=1[C:24]([NH2:26])=[O:25]. (7) Given the product [CH:18]([C:20]1[CH:25]=[C:24]([O:26][CH3:27])[CH:23]=[CH:22][C:21]=1[C:2]1[CH:3]=[CH:4][C:5]([C:8]([NH:10][CH2:11][CH2:12][C:13]([O:15][CH2:16][CH3:17])=[O:14])=[O:9])=[N:6][CH:7]=1)=[O:19], predict the reactants needed to synthesize it. The reactants are: Br[C:2]1[CH:3]=[CH:4][C:5]([C:8]([NH:10][CH2:11][CH2:12][C:13]([O:15][CH2:16][CH3:17])=[O:14])=[O:9])=[N:6][CH:7]=1.[CH:18]([C:20]1[CH:25]=[C:24]([O:26][CH3:27])[CH:23]=[CH:22][C:21]=1B(O)O)=[O:19].C([O-])([O-])=O.[K+].[K+].O.